This data is from Reaction yield outcomes from USPTO patents with 853,638 reactions. The task is: Predict the reaction yield, written as a fraction of the theoretical maximum amount of product (1.0 means a 100% yield; for example, 0.34 means a 34% yield). The reactants are ClC(Cl)(Cl)CO[C:5](=[O:50])[NH:6][C:7]1[N:8]([C:34]2[CH:39]=[CH:38][CH:37]=[C:36]([O:40][CH2:41][CH2:42][O:43][CH:44]3[CH2:49][CH2:48][CH2:47][CH2:46][O:45]3)[CH:35]=2)[N:9]=[C:10]([C:12]([CH3:33])([CH3:32])[CH2:13][O:14][Si:15]([C:28]([CH3:31])([CH3:30])[CH3:29])([C:22]2[CH:27]=[CH:26][CH:25]=[CH:24][CH:23]=2)[C:16]2[CH:21]=[CH:20][CH:19]=[CH:18][CH:17]=2)[CH:11]=1.[CH3:53][C@H:54]1[CH2:59][CH2:58][CH2:57][CH2:56][N:55]1[C:60]1[N:64]2[CH:65]=[C:66]([O:69][C@H:70]3[C:79]4[C:74](=[CH:75][CH:76]=[CH:77][CH:78]=4)[C@@H:73]([NH2:80])[CH2:72][CH2:71]3)[CH:67]=[CH:68][C:63]2=[N:62][N:61]=1.CCN(C(C)C)C(C)C. The catalyst is O1CCOCC1. The product is [Si:15]([O:14][CH2:13][C:12]([C:10]1[CH:11]=[C:7]([NH:6][C:5]([NH:80][C@@H:73]2[C:74]3[C:79](=[CH:78][CH:77]=[CH:76][CH:75]=3)[C@H:70]([O:69][C:66]3[CH:67]=[CH:68][C:63]4[N:64]([C:60]([N:55]5[CH2:56][CH2:57][CH2:58][CH2:59][C@@H:54]5[CH3:53])=[N:61][N:62]=4)[CH:65]=3)[CH2:71][CH2:72]2)=[O:50])[N:8]([C:34]2[CH:39]=[CH:38][CH:37]=[C:36]([O:40][CH2:41][CH2:42][O:43][CH:44]3[CH2:49][CH2:48][CH2:47][CH2:46][O:45]3)[CH:35]=2)[N:9]=1)([CH3:33])[CH3:32])([C:28]([CH3:29])([CH3:31])[CH3:30])([C:22]1[CH:23]=[CH:24][CH:25]=[CH:26][CH:27]=1)[C:16]1[CH:17]=[CH:18][CH:19]=[CH:20][CH:21]=1. The yield is 0.720.